This data is from NCI-60 drug combinations with 297,098 pairs across 59 cell lines. The task is: Regression. Given two drug SMILES strings and cell line genomic features, predict the synergy score measuring deviation from expected non-interaction effect. (1) Drug 1: C1CC(=O)NC(=O)C1N2C(=O)C3=CC=CC=C3C2=O. Drug 2: CC(C)CN1C=NC2=C1C3=CC=CC=C3N=C2N. Cell line: ACHN. Synergy scores: CSS=-1.91, Synergy_ZIP=1.17, Synergy_Bliss=0.586, Synergy_Loewe=-2.50, Synergy_HSA=-4.09. (2) Drug 1: CN1CCC(CC1)COC2=C(C=C3C(=C2)N=CN=C3NC4=C(C=C(C=C4)Br)F)OC. Drug 2: CC1C(C(CC(O1)OC2CC(CC3=C2C(=C4C(=C3O)C(=O)C5=C(C4=O)C(=CC=C5)OC)O)(C(=O)CO)O)N)O.Cl. Cell line: CAKI-1. Synergy scores: CSS=51.8, Synergy_ZIP=-7.06, Synergy_Bliss=-3.12, Synergy_Loewe=0.171, Synergy_HSA=1.91. (3) Drug 1: CNC(=O)C1=CC=CC=C1SC2=CC3=C(C=C2)C(=NN3)C=CC4=CC=CC=N4. Drug 2: CC1=C2C(C(=O)C3(C(CC4C(C3C(C(C2(C)C)(CC1OC(=O)C(C(C5=CC=CC=C5)NC(=O)C6=CC=CC=C6)O)O)OC(=O)C7=CC=CC=C7)(CO4)OC(=O)C)O)C)OC(=O)C. Cell line: NCIH23. Synergy scores: CSS=39.8, Synergy_ZIP=1.54, Synergy_Bliss=6.58, Synergy_Loewe=-37.0, Synergy_HSA=5.10. (4) Drug 1: CCCS(=O)(=O)NC1=C(C(=C(C=C1)F)C(=O)C2=CNC3=C2C=C(C=N3)C4=CC=C(C=C4)Cl)F. Drug 2: CC1=C2C(C(=O)C3(C(CC4C(C3C(C(C2(C)C)(CC1OC(=O)C(C(C5=CC=CC=C5)NC(=O)OC(C)(C)C)O)O)OC(=O)C6=CC=CC=C6)(CO4)OC(=O)C)OC)C)OC. Cell line: NCI-H460. Synergy scores: CSS=49.6, Synergy_ZIP=5.96, Synergy_Bliss=4.13, Synergy_Loewe=-39.6, Synergy_HSA=3.13.